Dataset: Full USPTO retrosynthesis dataset with 1.9M reactions from patents (1976-2016). Task: Predict the reactants needed to synthesize the given product. (1) Given the product [Cl:1][C:2]1[CH:7]=[CH:6][C:5]([N:8]2[CH:12]=[CH:11][N:10]=[C:9]2[CH:13]([CH3:15])[CH3:14])=[C:4]([CH:3]=1)[NH2:16], predict the reactants needed to synthesize it. The reactants are: [Cl:1][C:2]1[CH:7]=[CH:6][C:5]([N:8]2[CH:12]=[CH:11][N:10]=[C:9]2[CH:13]([CH3:15])[CH3:14])=[C:4]([N+:16]([O-])=O)[CH:3]=1.O.O.[Sn](Cl)Cl.C(O)C.[OH-].[Na+]. (2) Given the product [Si:1]([O:8][CH2:9][C:10]1[CH:11]=[C:12]([N:19]2[CH2:24][CH2:23][O:22][CH2:21][CH2:20]2)[CH:13]=[CH:14][C:15]=1[NH2:16])([C:4]([CH3:7])([CH3:5])[CH3:6])([CH3:3])[CH3:2], predict the reactants needed to synthesize it. The reactants are: [Si:1]([O:8][CH2:9][C:10]1[CH:11]=[C:12]([N:19]2[CH2:24][CH2:23][O:22][CH2:21][CH2:20]2)[CH:13]=[CH:14][C:15]=1[N+:16]([O-])=O)([C:4]([CH3:7])([CH3:6])[CH3:5])([CH3:3])[CH3:2].